This data is from Catalyst prediction with 721,799 reactions and 888 catalyst types from USPTO. The task is: Predict which catalyst facilitates the given reaction. (1) Reactant: CC(C)([O-])C.[K+].[C:7]([C:11]1[CH:12]=[C:13]([NH:30][S:31]([CH3:34])(=[O:33])=[O:32])[C:14]([O:28][CH3:29])=[C:15]([NH:17][C:18](=[O:27])[C:19]2[CH:24]=[CH:23][C:22]([CH3:25])=[C:21]([OH:26])[CH:20]=2)[CH:16]=1)([CH3:10])([CH3:9])[CH3:8].Cl[C:36]1[N:41]=[CH:40][N:39]=[C:38]([C:42]([N:44]2[CH2:49][CH2:48][N:47]([C:50]([O:52][C:53]([CH3:56])([CH3:55])[CH3:54])=[O:51])[CH2:46][CH2:45]2)=[O:43])[CH:37]=1.O. Product: [C:7]([C:11]1[CH:12]=[C:13]([NH:30][S:31]([CH3:34])(=[O:33])=[O:32])[C:14]([O:28][CH3:29])=[C:15]([NH:17][C:18]([C:19]2[CH:24]=[CH:23][C:22]([CH3:25])=[C:21]([CH:20]=2)[O:26][C:36]2[N:41]=[CH:40][N:39]=[C:38]([C:42]([N:44]3[CH2:49][CH2:48][N:47]([C:50]([O:52][C:53]([CH3:56])([CH3:55])[CH3:54])=[O:51])[CH2:46][CH2:45]3)=[O:43])[CH:37]=2)=[O:27])[CH:16]=1)([CH3:10])([CH3:8])[CH3:9]. The catalyst class is: 9. (2) Reactant: Cl[CH2:2][CH2:3][CH2:4][S:5]([NH:8][C:9]1[CH:17]=[C:16]([C:18]([O:20][CH3:21])=[O:19])[CH:15]=[C:14]2[C:10]=1[CH:11]=[CH:12][N:13]2[CH2:22][CH3:23])(=[O:7])=[O:6].CCN(CC)CC. Product: [O:6]=[S:5]1(=[O:7])[CH2:4][CH2:3][CH2:2][N:8]1[C:9]1[CH:17]=[C:16]([C:18]([O:20][CH3:21])=[O:19])[CH:15]=[C:14]2[C:10]=1[CH:11]=[CH:12][N:13]2[CH2:22][CH3:23]. The catalyst class is: 14. (3) Reactant: [OH:1][C:2]1[C:3]([C:8]([OH:10])=O)=[N:4][CH:5]=[CH:6][CH:7]=1.C(Cl)(Cl)=O.C1(C)C=CC=CC=1.C(N(C(C)C)CC)(C)C.[Cl:31][C:32]1[CH:37]=[CH:36][C:35]([CH2:38][CH2:39][NH2:40])=[CH:34][CH:33]=1. Product: [Cl:31][C:32]1[CH:37]=[CH:36][C:35]([CH2:38][CH2:39][NH:40][C:8]([C:3]2[C:2]([OH:1])=[CH:7][CH:6]=[CH:5][N:4]=2)=[O:10])=[CH:34][CH:33]=1. The catalyst class is: 116. (4) Reactant: [CH3:1][N:2]1[C:6]([NH2:7])=[C:5]([C:8]2[CH2:13][CH2:12][CH2:11][CH2:10][CH:9]=2)[C:4]([C:14]2[CH:19]=[CH:18][CH:17]=[CH:16][CH:15]=2)=[N:3]1.C(N=[C:23]=[O:24])C. Product: [C:14]1([C:4]2[C:5]3[C:8]4[CH2:13][CH2:12][CH2:11][CH2:10][C:9]=4[C:23](=[O:24])[NH:7][C:6]=3[N:2]([CH3:1])[N:3]=2)[CH:15]=[CH:16][CH:17]=[CH:18][CH:19]=1. The catalyst class is: 17. (5) Reactant: [F:1][C:2]([F:22])([F:21])[O:3][C:4]1[CH:9]=[CH:8][C:7]([S:10]([N:13]2[CH2:18][CH2:17][CH:16]([O:19][NH2:20])[CH2:15][CH2:14]2)(=[O:12])=[O:11])=[CH:6][CH:5]=1.[C:23](Cl)(=[O:29])OC(Cl)(Cl)Cl.[F:31][C:32]1[CH:33]=[C:34]([CH:36]=[CH:37][CH:38]=1)[NH2:35].C(N(CC)C(C)C)(C)C. Product: [F:31][C:32]1[CH:33]=[C:34]([NH:35][C:23]([NH:20][O:19][CH:16]2[CH2:17][CH2:18][N:13]([S:10]([C:7]3[CH:6]=[CH:5][C:4]([O:3][C:2]([F:1])([F:21])[F:22])=[CH:9][CH:8]=3)(=[O:11])=[O:12])[CH2:14][CH2:15]2)=[O:29])[CH:36]=[CH:37][CH:38]=1. The catalyst class is: 7.